Dataset: Full USPTO retrosynthesis dataset with 1.9M reactions from patents (1976-2016). Task: Predict the reactants needed to synthesize the given product. (1) Given the product [Cl:1][C:2]1[CH:3]=[C:4]([O:12][C@@H:13]([C@H:15]2[CH2:19][N:18]([C@@H:20]([C:22]3[CH:27]=[CH:26][C:25]([O:28][CH3:29])=[CH:24][CH:23]=3)[CH3:21])[C:17](=[O:30])[CH2:16]2)[CH3:14])[C:5]2[N:6]([N:8]=[CH:9][C:10]=2[CH:32]2[CH2:34][CH2:33]2)[CH:7]=1, predict the reactants needed to synthesize it. The reactants are: [Cl:1][C:2]1[CH:3]=[C:4]([O:12][C@@H:13]([C@H:15]2[CH2:19][N:18]([C@@H:20]([C:22]3[CH:27]=[CH:26][C:25]([O:28][CH3:29])=[CH:24][CH:23]=3)[CH3:21])[C:17](=[O:30])[CH2:16]2)[CH3:14])[C:5]2[N:6]([N:8]=[CH:9][C:10]=2I)[CH:7]=1.[Br-].[CH:32]1([Zn+])[CH2:34][CH2:33]1. (2) Given the product [C:42]([O:45][CH2:46][C:47]([N:25]1[CH2:24][CH2:23][N:22]([C:19]2[CH:20]=[C:21]3[C:16](=[CH:17][C:18]=2[O:28][CH3:29])[N:15]=[CH:14][C:13]([C:30]([NH2:32])=[O:31])=[C:12]3[NH:11][C:5]2[CH:6]=[CH:7][CH:8]=[C:9]([Cl:10])[C:4]=2[Cl:3])[CH2:27][CH2:26]1)=[O:48])(=[O:44])[CH3:43], predict the reactants needed to synthesize it. The reactants are: Cl.Cl.[Cl:3][C:4]1[C:9]([Cl:10])=[CH:8][CH:7]=[CH:6][C:5]=1[NH:11][C:12]1[C:21]2[C:16](=[CH:17][C:18]([O:28][CH3:29])=[C:19]([N:22]3[CH2:27][CH2:26][NH:25][CH2:24][CH2:23]3)[CH:20]=2)[N:15]=[CH:14][C:13]=1[C:30]([NH2:32])=[O:31].C(N(C(C)C)CC)(C)C.[C:42]([O:45][CH2:46][C:47](Cl)=[O:48])(=[O:44])[CH3:43]. (3) Given the product [F:1][C:2]1[CH:7]=[C:6]([S:8][CH3:9])[CH:5]=[CH:4][C:3]=1[OH:10], predict the reactants needed to synthesize it. The reactants are: [F:1][C:2]1[CH:7]=[C:6]([S:8][CH3:9])[CH:5]=[CH:4][C:3]=1[O:10]C.B(Br)(Br)Br. (4) Given the product [CH2:17]([O:16][C:10](=[O:15])[C:11](=[C:4]([NH2:5])[C:3]1[CH:6]=[CH:7][CH:8]=[CH:9][C:2]=1[F:1])[C:12](=[O:13])[CH3:14])[CH3:18], predict the reactants needed to synthesize it. The reactants are: [F:1][C:2]1[CH:9]=[CH:8][CH:7]=[CH:6][C:3]=1[C:4]#[N:5].[C:10]([O:16][CH2:17][CH3:18])(=[O:15])[CH2:11][C:12]([CH3:14])=[O:13]. (5) Given the product [Cl:20][C:6]1[C:5]([F:21])=[N:4][C:3]([O:25][CH2:24][C:23]([O:27][CH3:28])=[O:26])=[C:2]([Cl:1])[C:7]=1[O:8][C:9]1[CH:14]=[CH:13][C:12]([O:15][CH3:16])=[C:11]([CH:17]([CH3:19])[CH3:18])[CH:10]=1, predict the reactants needed to synthesize it. The reactants are: [Cl:1][C:2]1[C:3](F)=[N:4][C:5]([F:21])=[C:6]([Cl:20])[C:7]=1[O:8][C:9]1[CH:14]=[CH:13][C:12]([O:15][CH3:16])=[C:11]([CH:17]([CH3:19])[CH3:18])[CH:10]=1.[C:23]([O:27][CH3:28])(=[O:26])[CH2:24][OH:25].[H-].[Na+].Cl.